This data is from Full USPTO retrosynthesis dataset with 1.9M reactions from patents (1976-2016). The task is: Predict the reactants needed to synthesize the given product. Given the product [C:1]1([C:7]2[CH:8]=[C:9]3[C:14](=[N:15][CH:16]=2)[N:13]([CH3:17])[C:12](=[O:18])[C:11]([C:19]([NH:21][CH2:22][C:23]([OH:25])=[O:24])=[O:20])=[C:10]3[OH:30])[CH2:6][CH2:5][CH2:4][CH2:3][CH:2]=1, predict the reactants needed to synthesize it. The reactants are: [C:1]1([C:7]2[CH:8]=[C:9]3[C:14](=[N:15][CH:16]=2)[N:13]([CH3:17])[C:12](=[O:18])[C:11]([C:19]([NH:21][CH2:22][C:23]([O:25]C(C)(C)C)=[O:24])=[O:20])=[C:10]3[OH:30])[CH2:6][CH2:5][CH2:4][CH2:3][CH:2]=1.C(O)(C(F)(F)F)=O.